From a dataset of Reaction yield outcomes from USPTO patents with 853,638 reactions. Predict the reaction yield, written as a fraction of the theoretical maximum amount of product (1.0 means a 100% yield; for example, 0.34 means a 34% yield). (1) The yield is 0.490. The product is [Cl:14][C:9]1[C:10]2[C@H:2]([CH3:1])[CH2:3][CH2:4][C:5]=2[N:6]=[CH:7][N:8]=1. No catalyst specified. The reactants are [CH3:1][C@H:2]1[C:10]2[C:9](O)=[N:8][CH:7]=[N:6][C:5]=2[CH2:4][CH2:3]1.O=P(Cl)(Cl)[Cl:14]. (2) The product is [CH:24]([O:27][C:28]1[CH:33]=[CH:32][C:31]([N:34]2[CH:38]=[N:37][C:36]([C:39]3[CH:40]=[CH:41][C:42]([NH:43][C:15]([C:11]4[CH:10]=[C:9]([C:4]5[CH:5]=[CH:6][CH:7]=[CH:8][C:3]=5[O:2][CH3:1])[CH:14]=[CH:13][CH:12]=4)=[O:17])=[CH:44][CH:45]=3)=[N:35]2)=[CH:30][CH:29]=1)([CH3:26])[CH3:25]. The yield is 0.620. The reactants are [CH3:1][O:2][C:3]1[CH:8]=[CH:7][CH:6]=[CH:5][C:4]=1[C:9]1[CH:14]=[CH:13][CH:12]=[C:11]([C:15]([OH:17])=O)[CH:10]=1.C(Cl)(=O)C(Cl)=O.[CH:24]([O:27][C:28]1[CH:33]=[CH:32][C:31]([N:34]2[CH:38]=[N:37][C:36]([C:39]3[CH:45]=[CH:44][C:42]([NH2:43])=[CH:41][CH:40]=3)=[N:35]2)=[CH:30][CH:29]=1)([CH3:26])[CH3:25].C(N(C(C)C)CC)(C)C. The catalyst is ClCCl.CN(C)C=O.O1CCCC1.C(OCC)(=O)C. (3) The reactants are P(Cl)(Cl)(Cl)=O.[F:6][C:7]1[CH:8]=[C:9]2[C:13](=[CH:14][CH:15]=1)[NH:12][CH:11]=[CH:10]2.CN([CH:19]=[O:20])C. The yield is 0.860. No catalyst specified. The product is [F:6][C:7]1[CH:8]=[C:9]2[C:13](=[CH:14][CH:15]=1)[NH:12][CH:11]=[C:10]2[CH:19]=[O:20]. (4) The reactants are Cl[C:2]1[C:7]([NH2:8])=[C:6]([CH3:9])[CH:5]=[C:4]([CH3:10])[N:3]=1.P(Br)(Br)[Br:12].[OH-].[Na+]. The catalyst is C1(C)C=CC=CC=1. The product is [Br:12][C:2]1[C:7]([NH2:8])=[C:6]([CH3:9])[CH:5]=[C:4]([CH3:10])[N:3]=1. The yield is 0.380. (5) The yield is 0.860. The product is [CH3:1][O:2][C:3]1[CH:11]=[C:10]2[C:6]([CH:7]=[CH:8][N:9]2[C:12]([O:14][C:15]([CH3:18])([CH3:17])[CH3:16])=[O:13])=[CH:5][CH:4]=1. The catalyst is C(Cl)Cl.CN(C1C=CN=CC=1)C. The reactants are [CH3:1][O:2][C:3]1[CH:11]=[C:10]2[C:6]([CH:7]=[CH:8][NH:9]2)=[CH:5][CH:4]=1.[C:12](O[C:12]([O:14][C:15]([CH3:18])([CH3:17])[CH3:16])=[O:13])([O:14][C:15]([CH3:18])([CH3:17])[CH3:16])=[O:13]. (6) The reactants are [CH2:1]([C:8]([OH:10])=[O:9])[C:2]([CH2:4]C(O)=O)=[O:3].[C:11](OC(=O)C)(=[O:13])C. The catalyst is C(O)(=O)C. The product is [CH3:4][C:2]([CH:1]1[C:8](=[O:9])[O:10][C:11]1=[O:13])=[O:3]. The yield is 0.860.